Predict the product of the given reaction. From a dataset of Forward reaction prediction with 1.9M reactions from USPTO patents (1976-2016). (1) Given the reactants O=C1C2C(=CC=CC=2)C(=O)[N:3]1[CH2:12][C:13]1[C:14]([CH2:33][C:34]2[NH:38][C:37]3[CH:39]=[CH:40][C:41]([C:43]#[N:44])=[CH:42][C:36]=3[N:35]=2)=[C:15]2[C:19](=[C:20]([CH3:22])[CH:21]=1)[N:18](S(C1C=CC(C)=CC=1)(=O)=O)[CH:17]=[CH:16]2.O.NN.[OH-].[K+], predict the reaction product. The product is: [NH2:3][CH2:12][C:13]1[C:14]([CH2:33][C:34]2[NH:38][C:37]3[CH:39]=[CH:40][C:41]([C:43]#[N:44])=[CH:42][C:36]=3[N:35]=2)=[C:15]2[C:19](=[C:20]([CH3:22])[CH:21]=1)[NH:18][CH:17]=[CH:16]2. (2) Given the reactants C(=O)([O-])[O-].[K+].[K+].Cl.[F:8][C:9]1[CH:14]=[CH:13][C:12]([C:15]2[CH2:16][CH2:17][NH:18][CH2:19][CH:20]=2)=[CH:11][CH:10]=1.[CH2:21](Br)[C:22]1[CH:27]=[CH:26][CH:25]=[CH:24][CH:23]=1, predict the reaction product. The product is: [CH2:21]([N:18]1[CH2:17][CH:16]=[C:15]([C:12]2[CH:13]=[CH:14][C:9]([F:8])=[CH:10][CH:11]=2)[CH2:20][CH2:19]1)[C:22]1[CH:27]=[CH:26][CH:25]=[CH:24][CH:23]=1.